Dataset: NCI-60 drug combinations with 297,098 pairs across 59 cell lines. Task: Regression. Given two drug SMILES strings and cell line genomic features, predict the synergy score measuring deviation from expected non-interaction effect. (1) Cell line: SNB-19. Synergy scores: CSS=32.1, Synergy_ZIP=2.32, Synergy_Bliss=3.19, Synergy_Loewe=0.0589, Synergy_HSA=2.75. Drug 1: C1=C(C(=O)NC(=O)N1)F. Drug 2: C1=CN(C=N1)CC(O)(P(=O)(O)O)P(=O)(O)O. (2) Drug 1: COC1=CC(=CC(=C1O)OC)C2C3C(COC3=O)C(C4=CC5=C(C=C24)OCO5)OC6C(C(C7C(O6)COC(O7)C8=CC=CS8)O)O. Drug 2: CC1=C(C=C(C=C1)C(=O)NC2=CC(=CC(=C2)C(F)(F)F)N3C=C(N=C3)C)NC4=NC=CC(=N4)C5=CN=CC=C5. Synergy scores: CSS=30.4, Synergy_ZIP=4.31, Synergy_Bliss=7.99, Synergy_Loewe=-0.308, Synergy_HSA=6.64. Cell line: NCI-H226. (3) Drug 1: C1CC(=O)NC(=O)C1N2CC3=C(C2=O)C=CC=C3N. Drug 2: CN1C2=C(C=C(C=C2)N(CCCl)CCCl)N=C1CCCC(=O)O.Cl. Cell line: NCI/ADR-RES. Synergy scores: CSS=6.33, Synergy_ZIP=-2.09, Synergy_Bliss=1.77, Synergy_Loewe=2.60, Synergy_HSA=1.78. (4) Cell line: MCF7. Synergy scores: CSS=25.6, Synergy_ZIP=-6.62, Synergy_Bliss=-6.98, Synergy_Loewe=-10.4, Synergy_HSA=-3.10. Drug 2: CN(CCCl)CCCl.Cl. Drug 1: CC1=C2C(C(=O)C3(C(CC4C(C3C(C(C2(C)C)(CC1OC(=O)C(C(C5=CC=CC=C5)NC(=O)OC(C)(C)C)O)O)OC(=O)C6=CC=CC=C6)(CO4)OC(=O)C)O)C)O.